Dataset: NCI-60 drug combinations with 297,098 pairs across 59 cell lines. Task: Regression. Given two drug SMILES strings and cell line genomic features, predict the synergy score measuring deviation from expected non-interaction effect. (1) Drug 1: CNC(=O)C1=CC=CC=C1SC2=CC3=C(C=C2)C(=NN3)C=CC4=CC=CC=N4. Drug 2: C#CCC(CC1=CN=C2C(=N1)C(=NC(=N2)N)N)C3=CC=C(C=C3)C(=O)NC(CCC(=O)O)C(=O)O. Cell line: SW-620. Synergy scores: CSS=1.86, Synergy_ZIP=-2.16, Synergy_Bliss=-4.49, Synergy_Loewe=-57.2, Synergy_HSA=-5.38. (2) Drug 1: CCCS(=O)(=O)NC1=C(C(=C(C=C1)F)C(=O)C2=CNC3=C2C=C(C=N3)C4=CC=C(C=C4)Cl)F. Drug 2: CC1CCCC2(C(O2)CC(NC(=O)CC(C(C(=O)C(C1O)C)(C)C)O)C(=CC3=CSC(=N3)C)C)C. Cell line: NCI/ADR-RES. Synergy scores: CSS=-1.28, Synergy_ZIP=0.960, Synergy_Bliss=-0.994, Synergy_Loewe=-3.30, Synergy_HSA=-3.15.